Dataset: Forward reaction prediction with 1.9M reactions from USPTO patents (1976-2016). Task: Predict the product of the given reaction. (1) Given the reactants [Cl:1][C:2]1[CH:3]=[N:4][C:5]2[N:6]([N:8]=[C:9]([C:11]([OH:13])=O)[CH:10]=2)[CH:7]=1.[CH2:14]([NH:16][C:17]([C:19]1[N:23]2[CH2:24][CH2:25][NH:26][CH2:27][C:22]2=[CH:21][CH:20]=1)=[O:18])[CH3:15], predict the reaction product. The product is: [CH2:14]([NH:16][C:17]([C:19]1[N:23]2[CH2:24][CH2:25][N:26]([C:11]([C:9]3[CH:10]=[C:5]4[N:4]=[CH:3][C:2]([Cl:1])=[CH:7][N:6]4[N:8]=3)=[O:13])[CH2:27][C:22]2=[CH:21][CH:20]=1)=[O:18])[CH3:15]. (2) The product is: [C:1]([CH2:5][N:6]1[C:16]2[C:11](=[CH:12][CH:13]=[CH:14][CH:15]=2)[CH2:10][C@@H:9]([NH:17][C:18]([C:20]2[NH:21][C:22]3[C:27]([CH:28]=2)=[CH:26][C:25]([Cl:29])=[CH:24][CH:23]=3)=[O:19])[C:7]1=[O:8])([OH:3])=[O:2]. Given the reactants [C:1]([CH2:5][N:6]1[C:16]2[C:11](=[CH:12][CH:13]=[CH:14][CH:15]=2)[CH2:10][C@@H:9]([NH:17][C:18]([C:20]2[NH:21][C:22]3[C:27]([CH:28]=2)=[CH:26][C:25]([Cl:29])=[CH:24][CH:23]=3)=[O:19])[C:7]1=[O:8])([O:3]C)=[O:2].O.[OH-].[Li+].Cl, predict the reaction product. (3) Given the reactants [CH3:1][C:2]1[N:10]([CH:11]([C:13](=[O:15])[CH3:14])[CH3:12])[C:5]2=[N:6][CH:7]=[CH:8][CH:9]=[C:4]2[C:3]=1[C:16]([O:18][C:19]([CH3:22])([CH3:21])[CH3:20])=[O:17].[CH3:23][Mg+].[Br-].O, predict the reaction product. The product is: [OH:15][C:13]([CH3:23])([CH3:14])[CH:11]([N:10]1[C:5]2=[N:6][CH:7]=[CH:8][CH:9]=[C:4]2[C:3]([C:16]([O:18][C:19]([CH3:21])([CH3:20])[CH3:22])=[O:17])=[C:2]1[CH3:1])[CH3:12]. (4) Given the reactants Br[C:2]1[CH:7]=[CH:6][CH:5]=[CH:4][C:3]=1[CH2:8][C:9]#[C:10][C:11]1[CH:16]=[CH:15][CH:14]=[CH:13][CH:12]=1.[C:17]([C:19]1[CH:24]=[CH:23][CH:22]=[CH:21][CH:20]=1)#[CH:18], predict the reaction product. The product is: [C:19]1([C:17]#[C:18][C:2]2[CH:7]=[CH:6][CH:5]=[CH:4][C:3]=2[CH2:8][C:9]#[C:10][C:11]2[CH:16]=[CH:15][CH:14]=[CH:13][CH:12]=2)[CH:24]=[CH:23][CH:22]=[CH:21][CH:20]=1. (5) The product is: [N:26]1([CH2:2][C:3]2[CH:4]=[C:5]([C:9]3[CH:13]=[C:12]([CH2:14][CH:15]([CH3:17])[CH3:16])[S:11][C:10]=3[S:18]([NH:21][C:22]([CH3:25])([CH3:24])[CH3:23])(=[O:20])=[O:19])[CH:6]=[CH:7][CH:8]=2)[CH:30]=[CH:29][N:28]=[CH:27]1. Given the reactants Br[CH2:2][C:3]1[CH:4]=[C:5]([C:9]2[CH:13]=[C:12]([CH2:14][CH:15]([CH3:17])[CH3:16])[S:11][C:10]=2[S:18]([NH:21][C:22]([CH3:25])([CH3:24])[CH3:23])(=[O:20])=[O:19])[CH:6]=[CH:7][CH:8]=1.[NH:26]1[CH:30]=[CH:29][N:28]=[CH:27]1, predict the reaction product. (6) Given the reactants [Cl:1][C:2]1[CH:7]=[CH:6][CH:5]=[CH:4][C:3]=1[C:8]1[S:12][C:11]([C:13](O)=[O:14])=[CH:10][CH:9]=1.C(N(CC)CC)C.ClC(OCC(C)C)=O.[BH4-].[Na+].C(=O)(O)[O-].[Na+], predict the reaction product. The product is: [Cl:1][C:2]1[CH:7]=[CH:6][CH:5]=[CH:4][C:3]=1[C:8]1[S:12][C:11]([CH2:13][OH:14])=[CH:10][CH:9]=1. (7) Given the reactants [C:1]1([C:23]2[CH:28]=[CH:27][CH:26]=[CH:25][CH:24]=2)[CH:6]=[CH:5][C:4]([NH:7][C:8](=[O:22])[N:9]([C@H:11]([CH2:15][C:16]2[CH:21]=[CH:20][CH:19]=[CH:18][CH:17]=2)[C:12]([OH:14])=O)[CH3:10])=[CH:3][CH:2]=1.[CH2:29]([N:31]([CH2:34]C)[CH2:32]C)[CH3:30].C[NH:37][C@@H](CC1C=CC=CC=1)C(O)=O.C1(C2C=CC=CC=2)C=CC(N=C=O)=CC=1, predict the reaction product. The product is: [C:1]1([C:23]2[CH:28]=[CH:27][CH:26]=[CH:25][CH:24]=2)[CH:6]=[CH:5][C:4]([NH:7][C:8](=[O:22])[N:9]([C@H:11]([CH2:15][C:16]2[CH:21]=[CH:20][CH:19]=[CH:18][CH:17]=2)[C:12]([NH:37][CH2:30][CH2:29][N:31]([CH3:34])[CH3:32])=[O:14])[CH3:10])=[CH:3][CH:2]=1. (8) Given the reactants [NH2:1][C:2]1[CH:3]=[C:4]([CH:12]=[CH:13][C:14]=1[N:15]1[CH2:20][CH2:19][N:18]([CH3:21])[CH2:17][CH2:16]1)[C:5]([O:7][C:8]([CH3:11])([CH3:10])[CH3:9])=[O:6].Cl[C:23]([O:25][CH2:26][C:27]1[CH:32]=[CH:31][CH:30]=[CH:29][CH:28]=1)=[O:24], predict the reaction product. The product is: [CH2:26]([O:25][C:23]([NH:1][C:2]1[CH:3]=[C:4]([CH:12]=[CH:13][C:14]=1[N:15]1[CH2:20][CH2:19][N:18]([CH3:21])[CH2:17][CH2:16]1)[C:5]([O:7][C:8]([CH3:11])([CH3:10])[CH3:9])=[O:6])=[O:24])[C:27]1[CH:32]=[CH:31][CH:30]=[CH:29][CH:28]=1. (9) Given the reactants C(O[C:4](=[O:21])[CH:5]([CH2:11][NH:12][CH2:13][C:14]1[CH:19]=[CH:18][C:17]([F:20])=[CH:16][CH:15]=1)[CH2:6][CH:7]=[C:8]([CH3:10])[CH3:9])C.[CH3:22][S:23]([NH:26][C:27]1[CH:42]=[CH:41][C:30]2[NH:31][C:32]([CH2:37][C:38](O)=[O:39])=[N:33][S:34](=[O:36])(=[O:35])[C:29]=2[CH:28]=1)(=[O:25])=[O:24].Cl.CN(C)CCCN=C=NCC.CN1CCOCC1.[H-].[Na+], predict the reaction product. The product is: [F:20][C:17]1[CH:16]=[CH:15][C:14]([CH2:13][N:12]2[CH2:11][CH:5]([CH2:6][CH:7]=[C:8]([CH3:9])[CH3:10])[C:4]([OH:21])=[C:37]([C:32]3[NH:31][C:30]4[CH:41]=[CH:42][C:27]([NH:26][S:23]([CH3:22])(=[O:25])=[O:24])=[CH:28][C:29]=4[S:34](=[O:35])(=[O:36])[N:33]=3)[C:38]2=[O:39])=[CH:19][CH:18]=1.